From a dataset of Full USPTO retrosynthesis dataset with 1.9M reactions from patents (1976-2016). Predict the reactants needed to synthesize the given product. (1) Given the product [C:11]([C:10]1[C:4]2[S:3][C:2]([NH:1][C:37]([CH:34]3[CH2:36][CH2:35]3)=[O:38])=[N:6][C:5]=2[CH:7]=[CH:8][C:9]=1[O:13][C:14]1[CH:15]=[CH:16][C:17]([F:27])=[C:18]([NH:20][C:21](=[O:26])[C:22]([F:25])([F:23])[F:24])[CH:19]=1)#[N:12], predict the reactants needed to synthesize it. The reactants are: [NH2:1][C:2]1[S:3][C:4]2[C:10]([C:11]#[N:12])=[C:9]([O:13][C:14]3[CH:15]=[CH:16][C:17]([F:27])=[C:18]([NH:20][C:21](=[O:26])[C:22]([F:25])([F:24])[F:23])[CH:19]=3)[CH:8]=[CH:7][C:5]=2[N:6]=1.N1C=CC=CC=1.[CH:34]1([C:37](Cl)=[O:38])[CH2:36][CH2:35]1. (2) Given the product [C:1]([O:5][C:6](=[O:14])[N:7]([CH3:13])[CH:8]1[CH2:12][CH2:11][N:10]([CH2:16][CH2:17][NH:18][C:19]([NH:21][C:22]2[C:31]3[C:26](=[CH:27][CH:28]=[CH:29][CH:30]=3)[N:25]=[C:24]([CH3:32])[CH:23]=2)=[O:20])[CH2:9]1)([CH3:4])([CH3:3])[CH3:2], predict the reactants needed to synthesize it. The reactants are: [C:1]([O:5][C:6](=[O:14])[N:7]([CH3:13])[CH:8]1[CH2:12][CH2:11][NH:10][CH2:9]1)([CH3:4])([CH3:3])[CH3:2].Cl[CH2:16][CH2:17][NH:18][C:19]([NH:21][C:22]1[C:31]2[C:26](=[CH:27][CH:28]=[CH:29][CH:30]=2)[N:25]=[C:24]([CH3:32])[CH:23]=1)=[O:20].C([O-])(O)=O.[Na+].N[C@H](C(O)=O)CC1C=C2C(C=CC=C2)=CC=1. (3) Given the product [CH:33]1([CH2:36][N:17]2[C:18]3[C:14](=[CH:13][C:12]([C:10]([N:7]4[CH2:8][CH2:9][N:4]([CH:1]([CH3:3])[CH3:2])[CH2:5][CH2:6]4)=[O:11])=[CH:20][CH:19]=3)[CH:15]=[C:16]2[C:21]([N:23]2[CH2:28][CH2:27][CH:26]([O:29][CH3:30])[CH2:25][CH2:24]2)=[O:22])[CH2:35][CH2:34]1, predict the reactants needed to synthesize it. The reactants are: [CH:1]([N:4]1[CH2:9][CH2:8][N:7]([C:10]([C:12]2[CH:13]=[C:14]3[C:18](=[CH:19][CH:20]=2)[NH:17][C:16]([C:21]([N:23]2[CH2:28][CH2:27][CH:26]([O:29][CH3:30])[CH2:25][CH2:24]2)=[O:22])=[CH:15]3)=[O:11])[CH2:6][CH2:5]1)([CH3:3])[CH3:2].[H-].[Na+].[CH:33]1([CH2:36]Br)[CH2:35][CH2:34]1. (4) Given the product [OH:39][C:32]1[C:33]2[NH:34][C:35](=[O:38])[S:36][C:37]=2[C:29]([C:27](=[O:28])[CH2:26][NH:8][CH2:9][CH2:10][CH2:11][CH2:12][CH2:13][CH2:14][O:15][CH2:16][CH2:17][CH2:18][CH2:19][C:20]2[CH:21]=[CH:22][CH:23]=[CH:24][CH:25]=2)=[CH:30][CH:31]=1, predict the reactants needed to synthesize it. The reactants are: C([N:8]([CH2:26][C:27]([C:29]1[C:37]2[S:36][C:35](=[O:38])[NH:34][C:33]=2[C:32]([OH:39])=[CH:31][CH:30]=1)=[O:28])[CH2:9][CH2:10][CH2:11][CH2:12][CH2:13][CH2:14][O:15][CH2:16][CH2:17][CH2:18][CH2:19][C:20]1[CH:25]=[CH:24][CH:23]=[CH:22][CH:21]=1)C1C=CC=CC=1. (5) Given the product [Br:1][C:2]1[CH:3]=[CH:4][C:5]([C:8]2([N:16]3[C:24](=[O:25])[C:23]4[C:18](=[CH:19][CH:20]=[CH:21][CH:22]=4)[C:17]3=[O:26])[CH2:9][C:10](=[O:12])[CH2:11]2)=[CH:6][CH:7]=1, predict the reactants needed to synthesize it. The reactants are: [Br:1][C:2]1[CH:7]=[CH:6][C:5]([C:8]2([N:16]3[C:24](=[O:25])[C:23]4[C:18](=[CH:19][CH:20]=[CH:21][CH:22]=4)[C:17]3=[O:26])[CH2:11][C:10]3(OCC[O:12]3)[CH2:9]2)=[CH:4][CH:3]=1.C1(C)C=CC(S(O)(=O)=O)=CC=1.